This data is from Catalyst prediction with 721,799 reactions and 888 catalyst types from USPTO. The task is: Predict which catalyst facilitates the given reaction. Reactant: C(Cl)Cl.O.[CH3:5][C:6]1[CH:7]=[N:8][C:9]([CH2:15][S+:16]([O-:28])[C:17]2[N-:18][C:19]3[CH:20]=[CH:21][C:22]([O:26][CH3:27])=[CH:23][C:24]=3[N:25]=2)=[C:10]([CH3:14])[C:11]=1[O:12][CH3:13].[CH3:5][C:6]1[CH:7]=[N:8][C:9]([CH2:15][S+:16]([O-:28])[C:17]2[N-:18][C:19]3[CH:20]=[CH:21][C:22]([O:26][CH3:27])=[CH:23][C:24]=3[N:25]=2)=[C:10]([CH3:14])[C:11]=1[O:12][CH3:13].O.O.O.O.[Sr+2]. Product: [CH3:5][C:6]1[CH:7]=[N:8][C:9]([CH2:15][S+:16]([O-:28])[C:17]2[NH:18][C:19]3[CH:20]=[CH:21][C:22]([O:26][CH3:27])=[CH:23][C:24]=3[N:25]=2)=[C:10]([CH3:14])[C:11]=1[O:12][CH3:13]. The catalyst class is: 15.